Dataset: Forward reaction prediction with 1.9M reactions from USPTO patents (1976-2016). Task: Predict the product of the given reaction. (1) Given the reactants Cl[C:2]1[N:7]=[CH:6][N:5]=[C:4]([NH:8][C:9]2[CH:14]=[CH:13][C:12]([O:15][CH3:16])=[CH:11][C:10]=2[O:17][CH3:18])[CH:3]=1.[CH3:19][N:20]1[CH2:25][CH2:24][N:23]([C:26]2[CH:32]=[CH:31][C:29]([NH2:30])=[CH:28][CH:27]=2)[CH2:22][CH2:21]1, predict the reaction product. The product is: [CH3:18][O:17][C:10]1[CH:11]=[C:12]([O:15][CH3:16])[CH:13]=[CH:14][C:9]=1[NH:8][C:4]1[CH:3]=[C:2]([NH:30][C:29]2[CH:28]=[CH:27][C:26]([N:23]3[CH2:22][CH2:21][N:20]([CH3:19])[CH2:25][CH2:24]3)=[CH:32][CH:31]=2)[N:7]=[CH:6][N:5]=1. (2) Given the reactants FC(F)(F)C1C=C(NC(=O)NC2C=CC(C3SC(CCC(O)=O)=NC=3)=CC=2)C=CC=1.[F:31][C:32]1[CH:37]=[CH:36][CH:35]=[CH:34][C:33]=1[NH:38][C:39](=[O:64])[NH:40][C:41]1[CH:46]=[CH:45][C:44]([C:47]2[N:48]=[C:49]([CH:52]3[CH2:57][CH2:56][N:55]([CH2:58][C:59]([O:61]CC)=[O:60])[CH2:54][CH2:53]3)[S:50][CH:51]=2)=[CH:43][CH:42]=1, predict the reaction product. The product is: [F:31][C:32]1[CH:37]=[CH:36][CH:35]=[CH:34][C:33]=1[NH:38][C:39](=[O:64])[NH:40][C:41]1[CH:42]=[CH:43][C:44]([C:47]2[N:48]=[C:49]([CH:52]3[CH2:53][CH2:54][N:55]([CH2:58][C:59]([OH:61])=[O:60])[CH2:56][CH2:57]3)[S:50][CH:51]=2)=[CH:45][CH:46]=1.